Dataset: Orexin1 receptor HTS with 218,158 compounds and 233 confirmed actives. Task: Binary Classification. Given a drug SMILES string, predict its activity (active/inactive) in a high-throughput screening assay against a specified biological target. (1) The drug is S(=O)(=O)(N1CCC(CC1)C)c1cc([N+]([O-])=O)c(N2CCN(CC2)C(OCC)=O)cc1. The result is 0 (inactive). (2) The compound is O1c2c(OC1)ccc(NC(=O)Nc1ncc(cc1)C)c2. The result is 0 (inactive). (3) The drug is O(C(=O)C1CCN(CC1)c1nc2c(nc1C(C(OC(C)C)=O)C#N)cccc2)CC. The result is 0 (inactive). (4) The compound is n1(c2c(c3nc4c(nc13)cccc4)cccc2)CC. The result is 1 (active). (5) The compound is s1c2nc3CCCCc3cc2c(N)c1c1nc(N2CCOCC2)nc(n1)N. The result is 1 (active). (6) The molecule is O=C1N(C(=O)NC(=O)C21C(N(c1c(C2)cc([N+]([O-])=O)cc1)C)c1ccccc1)c1ccccc1. The result is 0 (inactive). (7) The molecule is O1N=C(CC1C(=O)NCCc1ccccc1)c1c(n(nc1)CC)C. The result is 0 (inactive). (8) The molecule is S(=O)(=O)(Nc1nc(ccn1)C)c1ccc(NC(=O)C2C(CC=CC2)C(O)=O)cc1. The result is 0 (inactive). (9) The drug is Clc1c(cc(S(=O)(=O)N)c(Cl)c1)C(=O)NCCOc1ccccc1. The result is 0 (inactive). (10) The molecule is O=c1n(CCCN(c2cc(OC)ccc2)C(=O)c2cc(OC)cc(OC)c2)c(=O)c2c3c1cccc3ccc2. The result is 0 (inactive).